This data is from Full USPTO retrosynthesis dataset with 1.9M reactions from patents (1976-2016). The task is: Predict the reactants needed to synthesize the given product. (1) Given the product [CH:1]1([S:6][C:7]2[CH:8]=[CH:9][C:10]([CH2:11][OH:12])=[CH:13][CH:14]=2)[CH2:5][CH2:4][CH2:3][CH2:2]1, predict the reactants needed to synthesize it. The reactants are: [CH:1]1([S:6][C:7]2[CH:14]=[CH:13][C:10]([CH:11]=[O:12])=[CH:9][CH:8]=2)[CH2:5][CH2:4][CH2:3][CH2:2]1.[BH4-].[Na+]. (2) Given the product [NH2:1][C@H:2]([C:7]([OH:9])=[O:8])[CH2:3][CH2:4][S:5][CH3:6], predict the reactants needed to synthesize it. The reactants are: [NH2:1][C@@H:2]([C:7]([OH:9])=[O:8])[CH2:3][CH2:4][S:5][CH3:6].N[C@H](C(O)=O)[C@H](CC)C.N[C@@H](C(O)=O)[C@@H](CC)C.N[C@H](C(O)=O)CC(C)C.N[C@@H](C(O)=O)CC(C)C.N[C@H](C(O)=O)C(C)C.N[C@@H](C(O)=O)C(C)C. (3) Given the product [Br:8][C:9]1[CH:14]=[CH:13][C:12]([NH:15][C:16]2[C:25]3[C:20](=[CH:21][C:22]([O:28][CH2:36][CH:37]4[CH2:51][C@@H:40]5[CH2:41][N:42]([C:44]([O:46][C:47]([CH3:50])([CH3:49])[CH3:48])=[O:45])[CH2:43][C@@H:39]5[CH2:38]4)=[C:23]([O:26][CH3:27])[CH:24]=3)[N:19]=[CH:18][N:17]=2)=[C:11]([F:29])[C:10]=1[Cl:30], predict the reactants needed to synthesize it. The reactants are: FC(F)(F)C(O)=O.[Br:8][C:9]1[CH:14]=[CH:13][C:12]([NH:15][C:16]2[C:25]3[C:20](=[CH:21][C:22]([OH:28])=[C:23]([O:26][CH3:27])[CH:24]=3)[N:19]=[CH:18][N:17]=2)=[C:11]([F:29])[C:10]=1[Cl:30].CS(O[CH2:36][CH:37]1[CH2:51][C@@H:40]2[CH2:41][N:42]([C:44]([O:46][C:47]([CH3:50])([CH3:49])[CH3:48])=[O:45])[CH2:43][C@@H:39]2[CH2:38]1)(=O)=O.C(=O)([O-])[O-].[K+].[K+]. (4) Given the product [Cl:20][C:21]1[CH:26]=[C:25]([F:27])[CH:24]=[CH:23][C:22]=1[C:2]1[CH:3]=[N:4][C:5]2[N:6]([CH:8]=[C:9]([CH2:11][O:12][C:13]3[CH:18]=[CH:17][C:16]([F:19])=[CH:15][CH:14]=3)[N:10]=2)[CH:7]=1, predict the reactants needed to synthesize it. The reactants are: Br[C:2]1[CH:3]=[N:4][C:5]2[N:6]([CH:8]=[C:9]([CH2:11][O:12][C:13]3[CH:18]=[CH:17][C:16]([F:19])=[CH:15][CH:14]=3)[N:10]=2)[CH:7]=1.[Cl:20][C:21]1[CH:26]=[C:25]([F:27])[CH:24]=[CH:23][C:22]=1B(O)O. (5) Given the product [NH:1]1[C:9]2[C:4](=[CH:5][C:6]([C:10]3[N:11]=[C:12]4[C:18]([C:46]5[CH:44]=[N:43][CH:42]=[CH:41][CH:47]=5)=[CH:17][NH:16][C:13]4=[N:14][CH:15]=3)=[CH:7][CH:8]=2)[CH:3]=[N:2]1.[CH2:10]([N:11]1[CH:12]=[C:18]([C:47]2[C:41]3[C:42](=[N:43][CH:44]=[C:39]([C:36]4[CH:37]=[C:38]5[C:33]([CH:32]=[N:31][NH:30]5)=[CH:34][CH:35]=4)[N:40]=3)[NH:45][CH:46]=2)[CH:17]=[N:16]1)[C:6]1[CH:7]=[CH:8][CH:9]=[CH:4][CH:5]=1.[N:89]1[CH:94]=[CH:93][CH:92]=[C:91]([C:60]2[C:68]3[C:63](=[N:64][CH:65]=[C:66]([C:69]4[CH:70]=[N:71][C:72]5[C:77]([CH:78]=4)=[CH:76][CH:75]=[CH:74][CH:73]=5)[N:67]=3)[NH:62][CH:61]=2)[CH:90]=1, predict the reactants needed to synthesize it. The reactants are: [NH:1]1[C:9]2[C:4](=[CH:5][C:6]([C:10]3[N:11]=[C:12]4[C:18](I)=[CH:17][N:16](S(C5C=CC(C)=CC=5)(=O)=O)[C:13]4=[N:14][CH:15]=3)=[CH:7][CH:8]=2)[CH:3]=[N:2]1.[NH:30]1[C:38]2[C:33](=[CH:34][CH:35]=[C:36]([C:39]3[N:40]=[C:41]4[C:47](I)=[CH:46][N:45](S(C5C=CC(C)=CC=5)(=O)=O)[C:42]4=[N:43][CH:44]=3)[CH:37]=2)[CH:32]=[N:31]1.I[C:60]1[C:68]2[C:63](=[N:64][CH:65]=[C:66]([C:69]3[CH:70]=[N:71][C:72]4[C:77]([CH:78]=3)=[CH:76][CH:75]=[CH:74][CH:73]=4)[N:67]=2)[N:62](S(C2C=CC(C)=CC=2)(=O)=O)[CH:61]=1.[N:89]1[CH:94]=[CH:93][CH:92]=[C:91](B(O)O)[CH:90]=1. (6) Given the product [CH3:28][C:19]1[C:20]([C:24]([F:27])([F:26])[F:25])=[CH:21][CH:22]=[CH:23][C:18]=1[CH2:17][C:16]1[CH:15]=[N:14][N:13]2[C:8]([C:38]3[CH:39]=[N:35][NH:36][CH:37]=3)=[CH:9][C:10]([N:29]3[CH2:34][CH2:33][O:32][CH2:31][CH2:30]3)=[N:11][C:12]=12, predict the reactants needed to synthesize it. The reactants are: C([O-])([O-])=O.[Na+].[Na+].Cl[C:8]1[N:13]2[N:14]=[CH:15][C:16]([CH2:17][C:18]3[CH:23]=[CH:22][CH:21]=[C:20]([C:24]([F:27])([F:26])[F:25])[C:19]=3[CH3:28])=[C:12]2[N:11]=[C:10]([N:29]2[CH2:34][CH2:33][O:32][CH2:31][CH2:30]2)[CH:9]=1.[NH:35]1[CH:39]=[C:38](B(O)O)[CH:37]=[N:36]1.